Dataset: Forward reaction prediction with 1.9M reactions from USPTO patents (1976-2016). Task: Predict the product of the given reaction. (1) Given the reactants N[C:2]1([NH2:13])[CH:10]=[CH:9][C:8]([O:11][CH3:12])=[CH:7][CH:3]1[C:4]([OH:6])=O.[N:14]1C=CC=CC=1.[F:20][C:21]([F:32])([F:31])[C:22](O[C:22](=O)[C:21]([F:32])([F:31])[F:20])=O.C(=O)([O-])[O-].[NH4+].[NH4+], predict the reaction product. The product is: [CH3:12][O:11][C:8]1[CH:7]=[C:3]2[C:2](=[CH:10][CH:9]=1)[N:13]=[C:22]([C:21]([F:32])([F:31])[F:20])[NH:14][C:4]2=[O:6]. (2) Given the reactants [CH3:1][S:2]([C:5]1[N:10]=[N:9][C:8]([N:11]2[C:15](=O)[CH2:14][C:13]3([CH2:21][CH2:20][NH:19][CH2:18][CH2:17]3)[CH2:12]2)=[CH:7][CH:6]=1)(=[O:4])=[O:3].[CH3:22][C:23]1[C:31]([C@@H:32]2[CH2:34][O:33]2)=[CH:30][CH:29]=[C:28]2[C:24]=1[CH2:25][O:26][C:27]2=[O:35], predict the reaction product. The product is: [OH:33][C@H:32]([C:31]1[C:23]([CH3:22])=[C:24]2[C:28](=[CH:29][CH:30]=1)[C:27](=[O:35])[O:26][CH2:25]2)[CH2:34][N:19]1[CH2:20][CH2:21][C:13]2([CH2:12][N:11]([C:8]3[N:9]=[N:10][C:5]([S:2]([CH3:1])(=[O:4])=[O:3])=[CH:6][CH:7]=3)[CH2:15][CH2:14]2)[CH2:17][CH2:18]1.